Task: Regression. Given a peptide amino acid sequence and an MHC pseudo amino acid sequence, predict their binding affinity value. This is MHC class I binding data.. Dataset: Peptide-MHC class I binding affinity with 185,985 pairs from IEDB/IMGT (1) The peptide sequence is PLFPGITRV. The MHC is HLA-A26:01 with pseudo-sequence HLA-A26:01. The binding affinity (normalized) is 0.0847. (2) The MHC is HLA-A33:01 with pseudo-sequence HLA-A33:01. The peptide sequence is LTMQRLLANH. The binding affinity (normalized) is 0.164. (3) The peptide sequence is AVFDRKSDAK. The MHC is HLA-B15:01 with pseudo-sequence HLA-B15:01. The binding affinity (normalized) is 0.213. (4) The peptide sequence is SDYLELDTI. The MHC is HLA-A32:01 with pseudo-sequence HLA-A32:01. The binding affinity (normalized) is 0. (5) The peptide sequence is PSDFFYLLF. The MHC is HLA-A69:01 with pseudo-sequence HLA-A69:01. The binding affinity (normalized) is 0.0847. (6) The peptide sequence is HTQGYFPDWQN. The MHC is HLA-B57:03 with pseudo-sequence HLA-B57:03. The binding affinity (normalized) is 0.398.